Predict the reactants needed to synthesize the given product. From a dataset of Full USPTO retrosynthesis dataset with 1.9M reactions from patents (1976-2016). (1) Given the product [ClH:1].[CH3:22][C:15]1[C:16]([CH3:21])=[C:17]([CH3:20])[N:18]2[C:13]([N:14]=1)=[C:12]1[CH2:23][NH:9][CH2:10][C:11]1=[N:19]2, predict the reactants needed to synthesize it. The reactants are: [ClH:1].C(OC([N:9]1[CH2:23][C:12]2=[C:13]3[N:18]([N:19]=[C:11]2[CH2:10]1)[C:17]([CH3:20])=[C:16]([CH3:21])[C:15]([CH3:22])=[N:14]3)=O)(C)(C)C. (2) Given the product [NH2:33][CH:30]1[CH2:29][CH2:28][N:27]([CH2:26][CH2:25][N:22]2[C:15]3[N:16]=[C:17]([NH:20][CH3:21])[N:18]=[CH:19][C:14]=3[CH:13]=[C:12]([C:3]3[CH:4]=[C:5]([O:10][CH3:11])[CH:6]=[C:7]([O:8][CH3:9])[C:2]=3[Cl:1])[C:23]2=[O:24])[CH2:32][CH2:31]1, predict the reactants needed to synthesize it. The reactants are: [Cl:1][C:2]1[C:7]([O:8][CH3:9])=[CH:6][C:5]([O:10][CH3:11])=[CH:4][C:3]=1[C:12]1[C:23](=[O:24])[N:22]([CH2:25][CH2:26][N:27]2[CH2:32][CH2:31][CH:30]([NH:33]C(=O)OC(C)(C)C)[CH2:29][CH2:28]2)[C:15]2[N:16]=[C:17]([NH:20][CH3:21])[N:18]=[CH:19][C:14]=2[CH:13]=1.Cl. (3) Given the product [ClH:1].[Cl:1][C:2]1[CH:3]=[C:4]([CH:8]([NH:10][C:11]2[CH:12]=[C:13]([N:20]3[CH2:21][CH2:22][NH:23][CH2:24][CH2:25]3)[CH:14]=[CH:15][C:16]=2[N+:17]([O-:19])=[O:18])[CH3:9])[CH:5]=[CH:6][CH:7]=1, predict the reactants needed to synthesize it. The reactants are: [Cl:1][C:2]1[CH:3]=[C:4]([CH:8]([NH:10][C:11]2[CH:12]=[C:13]([N:20]3[CH2:25][CH2:24][N:23](C(OC(C)(C)C)=O)[CH2:22][CH2:21]3)[CH:14]=[CH:15][C:16]=2[N+:17]([O-:19])=[O:18])[CH3:9])[CH:5]=[CH:6][CH:7]=1.Cl. (4) Given the product [F:23][C:22]1[CH:21]=[C:20]2[C:15]([CH:16]=[CH:17][CH:18]=[N:19]2)=[CH:14][C:13]=1[CH:11]([C:8]1[N:6]2[N:7]=[C:2]([C:29](=[O:31])[CH3:30])[CH:3]=[CH:4][C:5]2=[N:10][N:9]=1)[CH3:12], predict the reactants needed to synthesize it. The reactants are: Cl[C:2]1[CH:3]=[CH:4][C:5]2[N:6]([C:8]([CH:11]([C:13]3[CH:14]=[C:15]4[C:20](=[CH:21][C:22]=3[F:23])[N:19]=[CH:18][CH:17]=[CH:16]4)[CH3:12])=[N:9][N:10]=2)[N:7]=1.C([Sn](CCCC)(CCCC)[C:29]([O:31]CC)=[CH2:30])CCC. (5) Given the product [CH3:15][O:16][CH:17]([O:30][CH3:31])[C:18]1[C:27]([CH2:28][N:34]2[CH2:35][CH2:36][N:37]([CH3:44])[CH2:38][C:39]2=[O:40])=[CH:26][C:25]2[CH2:24][CH2:23][CH2:22][NH:21][C:20]=2[N:19]=1, predict the reactants needed to synthesize it. The reactants are: C(O[BH-](OC(=O)C)OC(=O)C)(=O)C.[Na+].[CH3:15][O:16][CH:17]([O:30][CH3:31])[C:18]1[C:27]([CH:28]=O)=[CH:26][C:25]2[CH2:24][CH2:23][CH2:22][NH:21][C:20]=2[N:19]=1.Cl.Cl.[NH2:34][CH2:35][CH2:36][N:37]([CH3:44])[CH2:38][C:39](OCC)=[O:40].C(N(CC)CC)C.C([O-])(O)=O.[Na+]. (6) Given the product [CH3:15][N:5]1[C:6]([C:7]2[CH:8]=[C:9]([C:12]([OH:14])=[O:13])[S:10][CH:11]=2)=[C:2]([C:29]2[CH:30]=[CH:31][CH:42]=[CH:41][CH:16]=2)[CH:3]=[N:4]1, predict the reactants needed to synthesize it. The reactants are: Br[C:2]1[CH:3]=[N:4][N:5]([CH3:15])[C:6]=1[C:7]1[CH:8]=[C:9]([C:12]([OH:14])=[O:13])[S:10][CH:11]=1.[C:16]([O-])([O-])=O.[K+].[K+].CC1(C)COB([C:29]2N(C)N=[CH:31][CH:30]=2)OC1.Cl.O1[CH2:42][CH2:41]OCC1.O.